From a dataset of Reaction yield outcomes from USPTO patents with 853,638 reactions. Predict the reaction yield, written as a fraction of the theoretical maximum amount of product (1.0 means a 100% yield; for example, 0.34 means a 34% yield). (1) The catalyst is O. The reactants are O[C:2]1([C:10]2[S:11][C:12]([C:15]3[CH:20]=[C:19]([NH:21][C:22]4[N:27]=[C:26]([C:28]([F:31])([F:30])[F:29])[CH:25]=[CH:24][N:23]=4)[CH:18]=[C:17]([CH3:32])[CH:16]=3)=[CH:13][N:14]=2)[CH2:8][CH2:7][NH:6][C:5](=[O:9])[CH2:4][CH2:3]1.O=P12OP3(OP(OP(O3)(O1)=O)(=O)O2)=O.[C:47](=[O:50])(O)[O-:48].[Na+]. The yield is 0.00100. The product is [F:29][C:28]([F:31])([F:30])[C:47]([OH:48])=[O:50].[CH3:32][C:17]1[CH:16]=[C:15]([C:12]2[S:11][C:10]([C:2]3[CH2:8][CH2:7][NH:6][C:5](=[O:9])[CH2:4][CH:3]=3)=[N:14][CH:13]=2)[CH:20]=[C:19]([NH:21][C:22]2[N:27]=[C:26]([C:28]([F:30])([F:31])[F:29])[CH:25]=[CH:24][N:23]=2)[CH:18]=1.[CH3:32][C:17]1[CH:16]=[C:15]([C:12]2[S:11][C:10]([C:2]3[CH2:3][CH2:4][C:5](=[O:9])[NH:6][CH2:7][CH:8]=3)=[N:14][CH:13]=2)[CH:20]=[C:19]([NH:21][C:22]2[N:27]=[C:26]([C:28]([F:30])([F:31])[F:29])[CH:25]=[CH:24][N:23]=2)[CH:18]=1. (2) The reactants are [CH2:1]([C@H:8]1[CH2:12][O:11][C:10](=[O:13])[N:9]1[C:14](=[O:28])[CH2:15][C:16]1[CH:20]=[CH:19][N:18]([C:21]2[CH:26]=[CH:25][C:24](F)=[CH:23][CH:22]=2)[CH:17]=1)[C:2]1[CH:7]=[CH:6][CH:5]=[CH:4][CH:3]=1.[C:29]([C:31]1[CH:36]=[CH:35][C:34](C2C=CC(N3C=CC(CC(O)=O)=C3)=CC=2)=[CH:33][CH:32]=1)#[N:30].C([C@H]1COC(=O)N1)C1C=CC=CC=1.CCOC(C)=O. The catalyst is CCOC(C)=O.CC(OC)(C)C.C(Cl)Cl. The product is [CH2:1]([C@H:8]1[CH2:12][O:11][C:10](=[O:13])[N:9]1[C:14](=[O:28])[CH2:15][C:16]1[CH:20]=[CH:19][N:18]([C:21]2[CH:26]=[CH:25][C:24]([C:34]3[CH:35]=[CH:36][C:31]([C:29]#[N:30])=[CH:32][CH:33]=3)=[CH:23][CH:22]=2)[CH:17]=1)[C:2]1[CH:7]=[CH:6][CH:5]=[CH:4][CH:3]=1. The yield is 0.590. (3) The reactants are C(N(CC)CC)C.Cl[C:9]1[C:18]2[C:13](=[CH:14][CH:15]=[CH:16][N:17]=2)[N:12]=[CH:11][C:10]=1[N+:19]([O-:21])=[O:20].Cl.[NH2:23][CH2:24][C:25]1([OH:31])[CH2:30][CH2:29][CH2:28][CH2:27][CH2:26]1. The catalyst is ClCCl.Cl.NCC1(O)CCCCC1. The product is [N+:19]([C:10]1[CH:11]=[N:12][C:13]2[C:18]([C:9]=1[NH:23][CH2:24][C:25]1([OH:31])[CH2:30][CH2:29][CH2:28][CH2:27][CH2:26]1)=[N:17][CH:16]=[CH:15][CH:14]=2)([O-:21])=[O:20]. The yield is 1.00. (4) The reactants are Br[C:2]1[S:6][C:5]([S:7]([NH:10][C:11]2[CH:16]=[CH:15][CH:14]=[C:13]([C:17]3[NH:21][N:20]=[N:19][N:18]=3)[CH:12]=2)(=[O:9])=[O:8])=[CH:4][CH:3]=1.[C:22]1(B(O)O)[CH:27]=[CH:26][CH:25]=[CH:24][CH:23]=1. No catalyst specified. The product is [C:22]1([C:2]2[S:6][C:5]([S:7]([NH:10][C:11]3[CH:16]=[CH:15][CH:14]=[C:13]([C:17]4[NH:21][N:20]=[N:19][N:18]=4)[CH:12]=3)(=[O:9])=[O:8])=[CH:4][CH:3]=2)[CH:27]=[CH:26][CH:25]=[CH:24][CH:23]=1. The yield is 0.190.